Task: Predict the product of the given reaction.. Dataset: Forward reaction prediction with 1.9M reactions from USPTO patents (1976-2016) (1) Given the reactants [F:1][CH2:2][CH2:3][N:4]1[C:16]2[CH2:15][CH2:14][CH2:13][CH:12]([C:17]([O:19]CC)=[O:18])[C:11]=2[C:10]2[C:5]1=[CH:6][CH:7]=[CH:8][C:9]=2[O:22][CH3:23].[OH-].[Na+], predict the reaction product. The product is: [F:1][CH2:2][CH2:3][N:4]1[C:16]2[CH2:15][CH2:14][CH2:13][CH:12]([C:17]([OH:19])=[O:18])[C:11]=2[C:10]2[C:5]1=[CH:6][CH:7]=[CH:8][C:9]=2[O:22][CH3:23]. (2) Given the reactants Cl.CN(C)CC(O)=O.C(=O)([O-])[O-].[Cs+].[Cs+].[Cl:15][C:16]1[CH:17]=[CH:18][C:19]([CH3:23])=[C:20]([OH:22])[CH:21]=1.Br[C:25]1[CH:30]=[CH:29][C:28]([F:31])=[CH:27][C:26]=1[CH3:32], predict the reaction product. The product is: [Cl:15][C:16]1[CH:17]=[CH:18][C:19]([CH3:23])=[C:20]([O:22][C:25]2[CH:30]=[CH:29][C:28]([F:31])=[CH:27][C:26]=2[CH3:32])[CH:21]=1. (3) Given the reactants [F:1][C:2]1[CH:3]=[C:4]([C:8](=O)[CH2:9][C:10]2[CH:15]=[CH:14][N:13]=[CH:12][CH:11]=2)[CH:5]=[CH:6][CH:7]=1.[NH2:17][O:18][CH3:19], predict the reaction product. The product is: [CH3:19][O:18][N:17]=[C:8]([C:4]1[CH:5]=[CH:6][CH:7]=[C:2]([F:1])[CH:3]=1)[CH2:9][C:10]1[CH:15]=[CH:14][N:13]=[CH:12][CH:11]=1. (4) Given the reactants [Si]([O:18][CH2:19][CH2:20][C:21]1([C:43]2[CH:48]=[CH:47][CH:46]=[CH:45][CH:44]=2)[N:25]([C:26]2[S:27][C:28]3[CH2:29][NH:30][CH2:31][CH2:32][C:33]=3[N:34]=2)[N:24]=[C:23]([C:35]2[CH:40]=[C:39]([F:41])[CH:38]=[CH:37][C:36]=2[F:42])[S:22]1)(C(C)(C)C)(C1C=CC=CC=1)C1C=CC=CC=1.C=O.[C:51](O[BH-](OC(=O)C)OC(=O)C)(=O)C.[Na+].C([O-])([O-])=O.[Na+].[Na+], predict the reaction product. The product is: [F:42][C:36]1[CH:37]=[CH:38][C:39]([F:41])=[CH:40][C:35]=1[C:23]1[S:22][C:21]([CH2:20][CH2:19][OH:18])([C:43]2[CH:44]=[CH:45][CH:46]=[CH:47][CH:48]=2)[N:25]([C:26]2[S:27][C:28]3[CH2:29][N:30]([CH3:51])[CH2:31][CH2:32][C:33]=3[N:34]=2)[N:24]=1.